Dataset: Full USPTO retrosynthesis dataset with 1.9M reactions from patents (1976-2016). Task: Predict the reactants needed to synthesize the given product. (1) Given the product [NH3:4].[F:1][C:2]1[CH:3]=[N:4][C:5]([O:17][C:18]2[CH:23]=[CH:22][CH:21]=[C:20]([S:24][CH3:25])[CH:19]=2)=[C:6]([CH:16]=1)[C:7]([NH:9][CH:10]1[CH2:11][CH2:12][N:13]([C:44](=[O:43])[CH2:45][OH:46])[CH2:14][CH2:15]1)=[O:8], predict the reactants needed to synthesize it. The reactants are: [F:1][C:2]1[CH:3]=[N:4][C:5]([O:17][C:18]2[CH:23]=[CH:22][CH:21]=[C:20]([S:24][CH3:25])[CH:19]=2)=[C:6]([CH:16]=1)[C:7]([NH:9][CH:10]1[CH2:15][CH2:14][NH:13][CH2:12][CH2:11]1)=[O:8].ON1C2C=CC=CC=2N=N1.CN1CCOCC1.[OH:43][CH2:44][C:45](O)=[O:46].Cl.CN(C)CCCN=C=NCC. (2) Given the product [NH2:12][C:11]1[CH:10]=[CH:9][C:8]([CH:15]([CH2:21][CH:22]([CH3:24])[CH3:23])[C:16]([O:18][CH2:19][CH3:20])=[O:17])=[CH:7][C:6]=1[O:5][CH2:4][CH:1]1[CH2:3][CH2:2]1, predict the reactants needed to synthesize it. The reactants are: [CH:1]1([CH2:4][O:5][C:6]2[CH:7]=[C:8]([CH:15]([CH2:21][CH:22]([CH3:24])[CH3:23])[C:16]([O:18][CH2:19][CH3:20])=[O:17])[CH:9]=[CH:10][C:11]=2[N+:12]([O-])=O)[CH2:3][CH2:2]1.